From a dataset of Catalyst prediction with 721,799 reactions and 888 catalyst types from USPTO. Predict which catalyst facilitates the given reaction. (1) Reactant: [F:1][C:2]1[CH:3]=[C:4]([CH:32]=[CH:33][C:34]=1[NH:35][C:36]([NH:38][C:39]1[CH:44]=[C:43]([CH3:45])[CH:42]=[CH:41][C:40]=1[F:46])=[O:37])[O:5][C:6]1[CH:11]=[CH:10][N:9]=[C:8]2[CH:12]=[C:13]([C:15]([NH:17][C@@H:18]([CH2:23][CH2:24][C:25]([O:27][C:28]([CH3:31])([CH3:30])[CH3:29])=[O:26])[C:19]([O:21]C)=[O:20])=[O:16])[S:14][C:7]=12.[OH-].[Na+].O.Cl. Product: [C:28]([O:27][C:25](=[O:26])[CH2:24][CH2:23][C@H:18]([NH:17][C:15]([C:13]1[S:14][C:7]2[C:8](=[N:9][CH:10]=[CH:11][C:6]=2[O:5][C:4]2[CH:32]=[CH:33][C:34]([NH:35][C:36]([NH:38][C:39]3[CH:44]=[C:43]([CH3:45])[CH:42]=[CH:41][C:40]=3[F:46])=[O:37])=[C:2]([F:1])[CH:3]=2)[CH:12]=1)=[O:16])[C:19]([OH:21])=[O:20])([CH3:31])([CH3:29])[CH3:30]. The catalyst class is: 36. (2) Reactant: [C:1]([O:5][C:6]([N:8]1[CH2:12][C@H:11]([OH:13])[CH2:10][C@H:9]1[C:14]([OH:16])=[O:15])=[O:7])([CH3:4])([CH3:3])[CH3:2].CC1(C)N([O])C(C)(C)CCC1.OS([O-])(=O)=O.[K+]. Product: [C:1]([O:5][C:6]([N:8]1[CH2:12][C:11](=[O:13])[CH2:10][C@H:9]1[C:14]([OH:16])=[O:15])=[O:7])([CH3:4])([CH3:2])[CH3:3]. The catalyst class is: 480. (3) Reactant: [NH2:1][C:2]1[C:3]([OH:12])=[CH:4][C:5]2[C:10]([CH:11]=1)=[CH:9][CH:8]=[CH:7][CH:6]=2.[H-].[Na+].[CH2:15](I)C.[OH-].[Na+]. Product: [CH3:15][O:12][C:3]1[C:2]([NH2:1])=[CH:11][C:10]2[C:5]([CH:4]=1)=[CH:6][CH:7]=[CH:8][CH:9]=2. The catalyst class is: 60. (4) Reactant: [CH3:1][N:2]([CH:10]1[CH2:15][CH2:14][CH:13]([O:16][C:17]2[C:28]3[C:27]4[C@@H:26]([CH2:29][C:30](=[O:37])[NH:31][CH2:32][C:33](=[O:36])[NH:34][CH3:35])[CH2:25][CH2:24][C:23]=4[S:22][C:21]=3[N:20]=[CH:19][N:18]=2)[CH2:12][CH2:11]1)C(=O)OC(C)(C)C.[ClH:38]. Product: [ClH:38].[CH3:35][NH:34][C:33](=[O:36])[CH2:32][NH:31][C:30](=[O:37])[CH2:29][C@H:26]1[CH2:25][CH2:24][C:23]2[S:22][C:21]3[N:20]=[CH:19][N:18]=[C:17]([O:16][CH:13]4[CH2:12][CH2:11][CH:10]([NH:2][CH3:1])[CH2:15][CH2:14]4)[C:28]=3[C:27]1=2. The catalyst class is: 4. (5) Reactant: [H-].[Na+].[C:3]([O:7][C:8]([N:10]1[CH2:15][CH2:14][N:13]([C:16]([O:18][C:19]([CH3:22])([CH3:21])[CH3:20])=[O:17])[CH2:12][C@@H:11]1[CH2:23][CH2:24][OH:25])=[O:9])([CH3:6])([CH3:5])[CH3:4].[CH2:26](I)[CH3:27]. Product: [C:3]([O:7][C:8]([N:10]1[CH2:15][CH2:14][N:13]([C:16]([O:18][C:19]([CH3:22])([CH3:21])[CH3:20])=[O:17])[CH2:12][C@@H:11]1[CH2:23][CH2:24][O:25][CH2:26][CH3:27])=[O:9])([CH3:6])([CH3:5])[CH3:4]. The catalyst class is: 42. (6) Product: [C:37]([C:34]([C:30]1[CH:29]=[C:28]([CH:33]=[CH:32][CH:31]=1)[C:27]([NH:26][C:24]1[CH:25]=[C:20]([CH:21]=[CH:22][C:23]=1[CH3:40])[O:19][C:14]1[N:13]=[C:12]2[S:11][C:10]([NH:9][C:6]([C:4]3[N:3]=[CH:2][O:1][CH:5]=3)=[O:7])=[N:18][C:17]2=[CH:16][CH:15]=1)=[O:39])([CH3:36])[CH3:35])#[N:38]. The catalyst class is: 17. Reactant: [O:1]1[CH:5]=[C:4]([C:6](Cl)=[O:7])[N:3]=[CH:2]1.[NH2:9][C:10]1[S:11][C:12]2[C:17]([N:18]=1)=[CH:16][CH:15]=[C:14]([O:19][C:20]1[CH:21]=[CH:22][C:23]([CH3:40])=[C:24]([NH:26][C:27](=[O:39])[C:28]3[CH:33]=[CH:32][CH:31]=[C:30]([C:34]([C:37]#[N:38])([CH3:36])[CH3:35])[CH:29]=3)[CH:25]=1)[N:13]=2. (7) Reactant: [Br:1][C:2]1[CH:7]=[CH:6][C:5](I)=[CH:4][CH:3]=1.[CH2:9]([N:14]1[CH:18]=[C:17](B(O)O)[CH:16]=[N:15]1)[CH2:10][CH:11]([CH3:13])[CH3:12].C([O-])(=O)C.[K+].C([O-])([O-])=O.[Cs+].[Cs+]. The catalyst class is: 418. Product: [CH2:9]([N:14]1[CH:18]=[C:17]([C:5]2[CH:6]=[CH:7][C:2]([Br:1])=[CH:3][CH:4]=2)[CH:16]=[N:15]1)[CH2:10][CH:11]([CH3:13])[CH3:12].